Dataset: Catalyst prediction with 721,799 reactions and 888 catalyst types from USPTO. Task: Predict which catalyst facilitates the given reaction. (1) Reactant: O[Li].O.C[O:5][C:6](=[O:27])[CH2:7][CH2:8][C:9]1[C:10](=[O:26])[N:11]([CH2:15][C:16]2[CH:21]=[CH:20][C:19]([O:22][CH3:23])=[CH:18][C:17]=2[O:24][CH3:25])[CH2:12][CH2:13][CH:14]=1.Cl. Product: [CH3:25][O:24][C:17]1[CH:18]=[C:19]([O:22][CH3:23])[CH:20]=[CH:21][C:16]=1[CH2:15][N:11]1[CH2:12][CH2:13][CH:14]=[C:9]([CH2:8][CH2:7][C:6]([OH:27])=[O:5])[C:10]1=[O:26]. The catalyst class is: 1. (2) Reactant: [NH:1]1[C:9]2[C:4](=[CH:5][CH:6]=[CH:7][CH:8]=2)[C:3]([CH2:10][CH2:11][NH2:12])=[CH:2]1.[C:13](O[C:13]([O:14][C:15]([CH3:18])([CH3:17])[CH3:16])=[O:19])(=[O:19])[O:14][C:15]([CH3:18])([CH3:17])[CH3:16]. Product: [C:15]([O:14][C:13](=[O:19])[NH:12][CH2:11][CH2:10][C:3]1[C:4]2[C:9](=[CH:8][CH:7]=[CH:6][CH:5]=2)[NH:1][CH:2]=1)([CH3:18])([CH3:17])[CH3:16]. The catalyst class is: 1. (3) Reactant: [C:1](Cl)(=[O:8])[C:2]1[CH:7]=[CH:6][CH:5]=[CH:4][CH:3]=1.[CH2:10]([OH:17])[C:11]1[CH:16]=[CH:15][CH:14]=[CH:13][CH:12]=1.CCN(CC)CC. Product: [C:10]([O:8][CH2:1][C:2]1[CH:7]=[CH:6][CH:5]=[CH:4][CH:3]=1)(=[O:17])[C:11]1[CH:16]=[CH:15][CH:14]=[CH:13][CH:12]=1. The catalyst class is: 28. (4) Reactant: [CH:1]1([N:7]2[C:11]3([CH2:16][CH2:15][NH:14][CH2:13][CH2:12]3)[C:10](=[O:17])[N:9]([CH2:18][C:19]3[CH:20]=[C:21]([CH:29]=[CH:30][CH:31]=3)[C:22]([O:24][C:25]([CH3:28])([CH3:27])[CH3:26])=[O:23])[CH2:8]2)[CH2:6][CH2:5][CH2:4][CH2:3][CH2:2]1.I[CH2:33][CH2:34][CH2:35][C:36]([C:38]1[CH:43]=[CH:42][CH:41]=[CH:40][CH:39]=1)=[O:37].C(=O)([O-])[O-].[K+].[K+]. Product: [CH:1]1([N:7]2[C:11]3([CH2:16][CH2:15][N:14]([CH2:33][CH2:34][CH2:35][C:36](=[O:37])[C:38]4[CH:43]=[CH:42][CH:41]=[CH:40][CH:39]=4)[CH2:13][CH2:12]3)[C:10](=[O:17])[N:9]([CH2:18][C:19]3[CH:20]=[C:21]([CH:29]=[CH:30][CH:31]=3)[C:22]([O:24][C:25]([CH3:27])([CH3:28])[CH3:26])=[O:23])[CH2:8]2)[CH2:2][CH2:3][CH2:4][CH2:5][CH2:6]1. The catalyst class is: 42. (5) Reactant: [NH:1]1[CH2:5][CH2:4][C@H:3](O)[CH2:2]1.[C:7](O[C:7]([O:9][C:10]([CH3:13])([CH3:12])[CH3:11])=[O:8])([O:9][C:10]([CH3:13])([CH3:12])[CH3:11])=[O:8].[CH:22]([N:25](C(C)C)CC)(C)C.CS(Cl)(=O)=O.[C-]#N.[Na+]. Product: [C:10]([O:9][C:7]([N:1]1[CH2:5][CH2:4][C@@H:3]([C:22]#[N:25])[CH2:2]1)=[O:8])([CH3:13])([CH3:12])[CH3:11]. The catalyst class is: 4. (6) Reactant: [OH:1][C:2]1[CH:3]=[C:4]([CH:18]=[C:19]([O:21][CH2:22][C:23]2[CH:28]=[CH:27][CH:26]=[CH:25][C:24]=2[CH3:29])[CH:20]=1)[C:5]([NH:7][C:8]1[N:13]=[CH:12][C:11]([C:14]([O:16][CH3:17])=[O:15])=[CH:10][CH:9]=1)=[O:6].[I-].[K+].C(=O)([O-])[O-].[K+].[K+].Cl[CH2:39][C:40]1[CH:44]=[C:43]([CH3:45])[O:42][N:41]=1. Product: [CH3:29][C:24]1[CH:25]=[CH:26][CH:27]=[CH:28][C:23]=1[CH2:22][O:21][C:19]1[CH:18]=[C:4]([CH:3]=[C:2]([O:1][CH2:39][C:40]2[CH:44]=[C:43]([CH3:45])[O:42][N:41]=2)[CH:20]=1)[C:5]([NH:7][C:8]1[N:13]=[CH:12][C:11]([C:14]([O:16][CH3:17])=[O:15])=[CH:10][CH:9]=1)=[O:6]. The catalyst class is: 372. (7) Reactant: [CH3:1][C:2]1[CH:3]=[C:4]2[C:8](=[CH:9][CH:10]=1)[NH:7][CH:6]=[CH:5]2.N1C=CC=CC=1.[Cl:17][C:18]([Cl:23])([Cl:22])[C:19](Cl)=[O:20]. Product: [Cl:17][C:18]([Cl:23])([Cl:22])[C:19]([C:5]1[C:4]2[C:8](=[CH:9][CH:10]=[C:2]([CH3:1])[CH:3]=2)[NH:7][CH:6]=1)=[O:20]. The catalyst class is: 225.